Predict the reactants needed to synthesize the given product. From a dataset of Full USPTO retrosynthesis dataset with 1.9M reactions from patents (1976-2016). (1) Given the product [C:1]([O:5][C:6](=[O:31])[CH2:7][O:8][C:9]1[CH:14]=[CH:13][C:12]([Cl:15])=[CH:11][C:10]=1[C:16]#[C:17][C:51]1[CH:56]=[CH:55][C:54]([C:57]2[CH:58]=[CH:59][C:60]([C:63]([F:66])([F:64])[F:65])=[CH:61][CH:62]=2)=[C:53]([S:67]([CH3:70])(=[O:68])=[O:69])[CH:52]=1)([CH3:3])([CH3:4])[CH3:2], predict the reactants needed to synthesize it. The reactants are: [C:1]([O:5][C:6](=[O:31])[CH2:7][O:8][C:9]1[CH:14]=[CH:13][C:12]([Cl:15])=[CH:11][C:10]=1[C:16]#[C:17]C1C=C(S(CCC)(=O)=O)C=CC=1F)([CH3:4])([CH3:3])[CH3:2].C(OC(=O)COC1C=CC(Cl)=CC=1C#C)(C)(C)C.Br[C:51]1[CH:56]=[CH:55][C:54]([C:57]2[CH:62]=[CH:61][C:60]([C:63]([F:66])([F:65])[F:64])=[CH:59][CH:58]=2)=[C:53]([S:67]([CH3:70])(=[O:69])=[O:68])[CH:52]=1. (2) Given the product [Cl:1][C:2]1[CH:10]=[CH:9][C:8]([I:11])=[CH:7][C:3]=1[C:4]([Cl:12])=[O:5], predict the reactants needed to synthesize it. The reactants are: [Cl:1][C:2]1[CH:10]=[CH:9][C:8]([I:11])=[CH:7][C:3]=1[C:4](O)=[O:5].[Cl:12]CCl.C(Cl)(=O)C(Cl)=O.